From a dataset of Full USPTO retrosynthesis dataset with 1.9M reactions from patents (1976-2016). Predict the reactants needed to synthesize the given product. (1) Given the product [CH3:40][C:36]([N:33]1[CH2:34][CH2:35][N:30]([CH2:29][C:27]2[S:28][C:8]3[C:7]([N:1]4[CH2:2][CH2:3][O:4][CH2:5][CH2:6]4)=[N:12][C:11]([C:43]4[C:48]([CH3:49])=[N:47][CH:46]=[C:45]5[NH:50][CH:51]=[CH:52][C:44]=45)=[N:10][C:9]=3[CH:26]=2)[CH2:31][CH2:32]1)([CH3:41])[C:37]([NH2:39])=[O:38], predict the reactants needed to synthesize it. The reactants are: [N:1]1([C:7]2[C:8]3[S:28][C:27]([CH2:29][N:30]4[CH2:35][CH2:34][N:33]([C:36]([CH3:41])([CH3:40])[C:37]([NH2:39])=[O:38])[CH2:32][CH2:31]4)=[CH:26][C:9]=3[N:10]=[C:11]([Sn](CCCC)(CCCC)CCCC)[N:12]=2)[CH2:6][CH2:5][O:4][CH2:3][CH2:2]1.Br[C:43]1[C:48]([CH3:49])=[N:47][CH:46]=[C:45]2[NH:50][CH:51]=[CH:52][C:44]=12. (2) Given the product [N:8]1([C@H:11]2[CH2:20][CH2:19][NH:18][CH2:22]2)[CH2:7][CH2:6][CH2:10][CH2:9]1, predict the reactants needed to synthesize it. The reactants are: CS(O[C@@H:6]1[CH2:10][CH2:9][N:8]([C:11](OC(C)(C)C)=O)[CH2:7]1)(=O)=O.[NH:18]1[CH2:22]C[CH2:20][CH2:19]1. (3) The reactants are: [F:1][C:2]1[C:15]([F:16])=[CH:14][CH:13]=[CH:12][C:3]=1/[CH:4]=[N:5]/[S@@:6]([C:8]([CH3:11])([CH3:10])[CH3:9])=[O:7].O.[CH3:18][Mg+].[Br-]. Given the product [F:1][C:2]1[C:15]([F:16])=[CH:14][CH:13]=[CH:12][C:3]=1[C@@H:4]([NH:5][S@@:6]([C:8]([CH3:11])([CH3:10])[CH3:9])=[O:7])[CH3:18], predict the reactants needed to synthesize it.